This data is from Reaction yield outcomes from USPTO patents with 853,638 reactions. The task is: Predict the reaction yield, written as a fraction of the theoretical maximum amount of product (1.0 means a 100% yield; for example, 0.34 means a 34% yield). (1) The reactants are F[C:2]1[C:7]([C:8]2[N:13]=[C:12]([CH3:14])[N:11]=[C:10]([NH2:15])[N:9]=2)=[CH:6][C:5]([O:16][CH2:17][CH2:18][O:19][CH3:20])=[CH:4][N:3]=1.[NH2:21][C:22]1[CH:23]=[C:24]([NH:29][S:30]([CH3:33])(=[O:32])=[O:31])[C:25]([Cl:28])=[N:26][CH:27]=1.C[Si]([N-][Si](C)(C)C)(C)C.[Na+].[NH4+].[Cl-]. The catalyst is CN(C=O)C. The product is [NH2:15][C:10]1[N:11]=[C:12]([CH3:14])[N:13]=[C:8]([C:7]2[C:2]([NH:21][C:22]3[CH:23]=[C:24]([NH:29][S:30]([CH3:33])(=[O:32])=[O:31])[C:25]([Cl:28])=[N:26][CH:27]=3)=[N:3][CH:4]=[C:5]([O:16][CH2:17][CH2:18][O:19][CH3:20])[CH:6]=2)[N:9]=1. The yield is 0.660. (2) The reactants are [NH2:1][C:2]1[C:11]([I:12])=[CH:10][C:5]([C:6]([O:8]C)=[O:7])=[CH:4][N:3]=1.[OH-].[K+].C1COCC1.Cl. The catalyst is CO.O. The product is [NH2:1][C:2]1[C:11]([I:12])=[CH:10][C:5]([C:6]([OH:8])=[O:7])=[CH:4][N:3]=1. The yield is 0.650. (3) The reactants are C([N:8]1[CH2:17][CH2:16][N:15]2[CH:10]([CH2:11][O:12][CH:13]([C:18]3[N:26]4[C:21]([C:22]([NH2:27])=[N:23][CH:24]=[N:25]4)=[C:20]([C:28]4[CH:29]=[CH:30][C:31]5[C:35]([CH:36]=4)=[N:34][N:33]([C:37]4[CH:42]=[CH:41][CH:40]=[CH:39][CH:38]=4)[CH:32]=5)[CH:19]=3)[CH2:14]2)[CH2:9]1)C1C=CC=CC=1. The catalyst is [Pd].CC(O)=O. The product is [CH2:11]1[CH:10]2[CH2:9][NH:8][CH2:17][CH2:16][N:15]2[CH2:14][CH:13]([C:18]2[N:26]3[C:21]([C:22]([NH2:27])=[N:23][CH:24]=[N:25]3)=[C:20]([C:28]3[CH:29]=[CH:30][C:31]4[C:35]([CH:36]=3)=[N:34][N:33]([C:37]3[CH:42]=[CH:41][CH:40]=[CH:39][CH:38]=3)[CH:32]=4)[CH:19]=2)[O:12]1. The yield is 0.290. (4) The product is [CH3:9][O:8][C:5]1[CH:6]=[CH:7][C:2]([B:20]([OH:21])[OH:19])=[CH:3][CH:4]=1. The reactants are Br[C:2]1[CH:7]=[CH:6][C:5]([O:8][CH3:9])=[CH:4][CH:3]=1.[Li]CCCC.C([O:19][B:20]([O-])[O-:21])CCC. The catalyst is C1COCC1. The yield is 0.920. (5) The reactants are C1(P(C2C=CC=CC=2)C2C=CC=CC=2)C=CC=CC=1.[Si:20]([O:27][CH2:28][CH2:29][C:30]1[CH:35]=[CH:34][C:33]([OH:36])=[CH:32][CH:31]=1)([C:23]([CH3:26])([CH3:25])[CH3:24])([CH3:22])[CH3:21].[CH3:37][NH:38][CH2:39][CH2:40][C@@H:41]([C:43]1[S:44][CH:45]=[CH:46][CH:47]=1)O.CCOC(/N=N/C(OCC)=O)=O. The catalyst is C1(C)C=CC=CC=1. The product is [Si:20]([O:27][CH2:28][CH2:29][C:30]1[CH:31]=[CH:32][C:33]([O:36][C@@H:41]([C:43]2[S:44][CH:45]=[CH:46][CH:47]=2)[CH2:40][CH2:39][NH:38][CH3:37])=[CH:34][CH:35]=1)([C:23]([CH3:25])([CH3:26])[CH3:24])([CH3:22])[CH3:21]. The yield is 0.520.